Predict the reactants needed to synthesize the given product. From a dataset of Full USPTO retrosynthesis dataset with 1.9M reactions from patents (1976-2016). (1) Given the product [CH2:1]([O:8][CH2:9][CH2:10][CH2:11][O:12][C:13]1[CH:22]=[C:21]2[C:16]([CH2:17][CH2:18][C:19]([CH2:29][CH3:30])([C:23]([O:25][CH2:26][CH3:27])=[O:24])[O:20]2)=[CH:15][CH:14]=1)[C:2]1[CH:7]=[CH:6][CH:5]=[CH:4][CH:3]=1, predict the reactants needed to synthesize it. The reactants are: [CH2:1]([O:8][CH2:9][CH2:10][CH2:11][O:12][C:13]1[CH:22]=[C:21]2[C:16]([CH2:17][CH2:18][CH:19]([C:23]([O:25][CH2:26][CH3:27])=[O:24])[O:20]2)=[CH:15][CH:14]=1)[C:2]1[CH:7]=[CH:6][CH:5]=[CH:4][CH:3]=1.I[CH2:29][CH3:30]. (2) Given the product [C:1]([O:5][C:6](=[O:28])[NH:7][CH:8]([CH3:27])[CH2:9][C:10]1[C:18]2[C:13](=[C:14]([O:19][CH2:20][C:21]#[N:32])[CH:15]=[CH:16][CH:17]=2)[NH:12][CH:11]=1)([CH3:4])([CH3:3])[CH3:2], predict the reactants needed to synthesize it. The reactants are: [C:1]([O:5][C:6](=[O:28])[NH:7][CH:8]([CH3:27])[CH2:9][C:10]1[C:18]2[C:13](=[C:14]([O:19][CH2:20][C:21]3C=CC=CC=3)[CH:15]=[CH:16][CH:17]=2)[NH:12][CH:11]=1)([CH3:4])([CH3:3])[CH3:2].BrCC#[N:32].C(=O)([O-])[O-].[K+].[K+]. (3) Given the product [F:1][C:2]1[CH:3]=[C:4]([C:13]2[N:18]=[C:17]([NH2:19])[N:16]=[C:15]([NH:20][CH3:21])[CH:14]=2)[CH:5]=[CH:6][C:7]=1[F:8], predict the reactants needed to synthesize it. The reactants are: [F:1][C:2]1[CH:3]=[C:4](B(O)O)[CH:5]=[CH:6][C:7]=1[F:8].I[C:13]1[N:18]=[C:17]([NH2:19])[N:16]=[C:15]([NH:20][CH3:21])[CH:14]=1. (4) The reactants are: [CH3:1][O:2][C:3]([C:5]1[C@H:6](C2C=CC(F)=CC=2Cl)[N:7]=[C:8]([C:13]2[S:14][CH:15]=[CH:16][N:17]=2)[NH:9][C:10]=1[CH2:11][Br:12])=[O:4].[Br:26][C:27]1[C:34]([F:35])=[CH:33][CH:32]=[CH:31][C:28]=1C=O. Given the product [Br:26][C:27]1[C:34]([F:35])=[CH:33][CH:32]=[CH:31][C:28]=1[C@H:6]1[C:5]([C:3]([O:2][CH3:1])=[O:4])=[C:10]([CH2:11][Br:12])[NH:9][C:8]([C:13]2[S:14][CH:15]=[CH:16][N:17]=2)=[N:7]1, predict the reactants needed to synthesize it. (5) Given the product [F:25][C:22]1[CH:21]=[CH:20][C:19]([N:14]2[C:13](/[CH:11]=[CH:10]/[C:8]3[S:9][C:5]([C:3]([OH:4])=[O:2])=[C:6]([CH3:26])[N:7]=3)=[C:17]([CH3:18])[N:16]=[N:15]2)=[CH:24][CH:23]=1, predict the reactants needed to synthesize it. The reactants are: C[O:2][C:3]([C:5]1[S:9][C:8]([CH2:10][CH:11]([C:13]2[N:14]([C:19]3[CH:24]=[CH:23][C:22]([F:25])=[CH:21][CH:20]=3)[N:15]=[N:16][C:17]=2[CH3:18])O)=[N:7][C:6]=1[CH3:26])=[O:4]. (6) Given the product [C:1]([NH:5][C:6]([C:8]1[C:16]2[C:11](=[N:12][CH:13]=[C:14]([NH:17][C:18]3[CH:19]=[N:20][N:21]([CH3:24])[C:22]=3[CH3:23])[N:15]=2)[NH:10][CH:9]=1)=[O:7])([CH3:4])([CH3:3])[CH3:2], predict the reactants needed to synthesize it. The reactants are: [C:1]([NH:5][C:6]([C:8]1[C:16]2[C:11](=[N:12][CH:13]=[C:14]([NH:17][C:18]3[CH:19]=[N:20][N:21]([CH3:24])[C:22]=3[CH3:23])[N:15]=2)[N:10](COCC[Si](C)(C)C)[CH:9]=1)=[O:7])([CH3:4])([CH3:3])[CH3:2].FC(F)(F)C(O)=O.